From a dataset of Forward reaction prediction with 1.9M reactions from USPTO patents (1976-2016). Predict the product of the given reaction. (1) Given the reactants [C:1]1([C:7]2[NH:8][C:9]([C:18]3[CH:23]=[CH:22][N:21]=[C:20](N)[CH:19]=3)=[C:10]([C:12]3[CH:17]=[CH:16][N:15]=[CH:14][CH:13]=3)[N:11]=2)[CH:6]=[CH:5][CH:4]=[CH:3][CH:2]=1.N([O-])=[O:26].[Na+].C([O-])(O)=O.[Na+], predict the reaction product. The product is: [C:1]1([C:7]2[NH:8][C:9]([C:18]3[CH:23]=[CH:22][NH:21][C:20](=[O:26])[CH:19]=3)=[C:10]([C:12]3[CH:17]=[CH:16][N:15]=[CH:14][CH:13]=3)[N:11]=2)[CH:6]=[CH:5][CH:4]=[CH:3][CH:2]=1. (2) Given the reactants [CH2:1]([OH:23])[C@H:2]1[O:7][C@H:6]([O:8][C@@H:9]([C@H:14]([OH:19])[C@@H:15]([OH:18])[CH2:16][OH:17])[C@H:10]([OH:13])[CH2:11][OH:12])[C@H:5]([OH:20])[C@@H:4]([OH:21])[C@@H:3]1[OH:22].[CH2:24]([OH:33])[C@@H:25]([C@H:27]([C@@H:29]([CH2:31][OH:32])[OH:30])[OH:28])[OH:26], predict the reaction product. The product is: [CH2:1]([OH:23])[C@H:2]1[O:7][C@H:6]([O:8][C@@H:9]([C@H:14]([OH:19])[C@@H:15]([OH:18])[CH2:16][OH:17])[C@H:10]([OH:13])[CH2:11][OH:12])[C@H:5]([OH:20])[C@@H:4]([OH:21])[C@@H:3]1[OH:22].[CH2:24]([OH:33])[C@@H:25]([C@H:27]([C@@H:29]([CH2:31][OH:32])[OH:30])[OH:28])[OH:26]. (3) Given the reactants N1([C@]23CC[C@@H](C(C)=C)[C@@H]2[C@@H]2[C@@](C)(CC3)[C@@]3(C)[C@@H]([C@]4(C)[C@@H](CC3)C(C)(C)C(C3C=CC(C(OC)=O)=CC=3)=CC4)CC2)CC1.[CH3:43][C@:44]12[C@@:61]3([CH3:62])[C@@H:52]([C@:53]4([CH3:74])[C@@H:58]([CH2:59][CH2:60]3)[C:57]([CH3:64])([CH3:63])[C:56]([C:65]3[CH:73]=[CH:72][C:68]([C:69]([OH:71])=[O:70])=[CH:67][CH:66]=3)=[CH:55][CH2:54]4)[CH2:51][CH2:50][C@@H:49]1[C@H:48]1[C@H:75]([C:78]([CH3:80])=[CH2:79])[CH2:76][CH2:77][C@:47]1([NH:81][CH2:82][CH2:83][N:84]1[CH2:89][C@@H:88]3[CH2:90][C@@H:86]([N:87]3[S:91]([CH3:94])(=[O:93])=[O:92])[CH2:85]1)[CH2:46][CH2:45]2.C12C(NC(=O)OC(C)(C)C)C1CNC2, predict the reaction product. The product is: [CH3:43][C@:44]12[C@@:61]3([CH3:62])[C@@H:52]([C@:53]4([CH3:74])[C@@H:58]([CH2:59][CH2:60]3)[C:57]([CH3:63])([CH3:64])[C:56]([C:65]3[CH:73]=[CH:72][C:68]([C:69]([OH:71])=[O:70])=[CH:67][CH:66]=3)=[CH:55][CH2:54]4)[CH2:51][CH2:50][C@@H:49]1[C@H:48]1[C@H:75]([C:78]([CH3:80])=[CH2:79])[CH2:76][CH2:77][C@:47]1([NH:81][CH2:82][CH2:83][N:84]1[CH2:85][CH:86]3[CH:90]([CH:88]3[NH:87][S:91]([CH3:94])(=[O:93])=[O:92])[CH2:89]1)[CH2:46][CH2:45]2. (4) Given the reactants [N:1]1[CH:6]=[CH:5][N:4]=[CH:3][C:2]=1[C:7]([OH:9])=[O:8].[C:10]([O-])([O-])=O.[K+].[K+].CI, predict the reaction product. The product is: [CH3:10][O:8][C:7]([C:2]1[CH:3]=[N:4][CH:5]=[CH:6][N:1]=1)=[O:9]. (5) Given the reactants O1[CH2:6][CH2:5][O:4][CH2:3]C1.[OH-].[Na+].[CH3:9][O:10][C:11]1[CH:16]=[CH:15][CH:14]=[CH:13][C:12]=1[OH:17].C(C1OC1)Cl, predict the reaction product. The product is: [CH3:9][O:10][C:11]1[CH:16]=[CH:15][CH:14]=[CH:13][C:12]=1[O:17][CH2:6][CH:5]1[O:4][CH2:3]1. (6) The product is: [CH2:3]([CH:7]([CH2:11][C:12]1[CH:17]=[CH:16][C:15]([O:18][CH2:19][CH2:20][NH:21][C:22]([C:24]2[CH:25]=[CH:26][C:27]([C:30]3[CH:31]=[CH:32][C:33]([CH2:36][OH:37])=[CH:34][CH:35]=3)=[CH:28][CH:29]=2)=[O:23])=[CH:14][CH:13]=1)[C:8]([OH:10])=[O:9])[CH2:4][CH2:5][CH3:6]. Given the reactants [BH4-].[Na+].[CH2:3]([CH:7]([CH2:11][C:12]1[CH:17]=[CH:16][C:15]([O:18][CH2:19][CH2:20][NH:21][C:22]([C:24]2[CH:29]=[CH:28][C:27]([C:30]3[CH:35]=[CH:34][C:33]([CH:36]=[O:37])=[CH:32][CH:31]=3)=[CH:26][CH:25]=2)=[O:23])=[CH:14][CH:13]=1)[C:8]([OH:10])=[O:9])[CH2:4][CH2:5][CH3:6].C(O)(=O)C, predict the reaction product. (7) Given the reactants COC1C=CC(C(Cl)=O)=CC=1.[S:12]1[C:16]2[CH:17]=[CH:18][CH:19]=[CH:20][C:15]=2[N:14]=[CH:13]1.[Al+3].[Cl-].[Cl-].[Cl-].C[Si]([C:29]#[N:30])(C)C, predict the reaction product. The product is: [S:12]1[C:16]2[CH:17]=[CH:18][CH:19]=[CH:20][C:15]=2[NH:14][CH:13]1[C:29]#[N:30].